Predict the reactants needed to synthesize the given product. From a dataset of Full USPTO retrosynthesis dataset with 1.9M reactions from patents (1976-2016). (1) Given the product [NH2:1][C:2]1[S:3][CH:4]=[C:5]2[C:6]([C:20]([N:54]3[CH2:55][CH2:56][C@H:52]([F:51])[CH2:53]3)=[O:22])=[N:7][N:8]([C:12]3[CH:13]=[CH:14][C:15]([O:18][CH3:19])=[CH:16][CH:17]=3)[C:9](=[O:11])[C:10]=12, predict the reactants needed to synthesize it. The reactants are: [NH2:1][C:2]1[S:3][CH:4]=[C:5]2[C:10]=1[C:9](=[O:11])[N:8]([C:12]1[CH:17]=[CH:16][C:15]([O:18][CH3:19])=[CH:14][CH:13]=1)[N:7]=[C:6]2[C:20]([OH:22])=O.F[P-](F)(F)(F)(F)F.N1(O[P+](N(C)C)(N(C)C)N(C)C)C2C=CC=CC=2N=N1.[Cl-].[F:51][C@H:52]1[CH2:56][CH2:55][NH2+:54][CH2:53]1.CCN(C(C)C)C(C)C. (2) Given the product [Br:10][C:11]1[CH:17]=[C:16]([O:18][CH3:19])[CH:15]=[CH:14][C:12]=1[N:13]([C:7]([C:5]1[S:6][C:2]([CH3:1])=[CH:3][CH:4]=1)=[O:9])[C:7]([C:5]1[S:6][C:2]([CH3:1])=[CH:3][CH:4]=1)=[O:9], predict the reactants needed to synthesize it. The reactants are: [CH3:1][C:2]1[S:6][C:5]([C:7]([OH:9])=O)=[CH:4][CH:3]=1.[Br:10][C:11]1[CH:17]=[C:16]([O:18][CH3:19])[CH:15]=[CH:14][C:12]=1[NH2:13]. (3) The reactants are: FC(F)(F)S(O[C:7]1[C:8]([C:18]([N:20]([O:22][CH3:23])[CH3:21])=[O:19])=[CH:9][C:10]([Cl:17])=[C:11]2[C:16]=1[N:15]=[CH:14][CH:13]=[CH:12]2)(=O)=O.[NH:26]1[CH2:30][CH2:29][C@@H:28]([OH:31])[CH2:27]1.C(=O)([O-])[O-].[Cs+].[Cs+]. Given the product [Cl:17][C:10]1[CH:9]=[C:8]([C:18]([N:20]([O:22][CH3:23])[CH3:21])=[O:19])[C:7]([N:26]2[CH2:30][CH2:29][C@@H:28]([OH:31])[CH2:27]2)=[C:16]2[C:11]=1[CH:12]=[CH:13][CH:14]=[N:15]2, predict the reactants needed to synthesize it. (4) Given the product [F:26][C:27]([F:32])([F:31])[C:28]([OH:30])=[O:29].[CH:17]1([C:13]2[CH:14]=[C:15]3[C:10](=[CH:11][C:12]=2[CH:20]2[CH2:25][CH2:24][O:23][CH2:22][CH2:21]2)[CH2:9][NH:8][CH2:16]3)[CH2:18][CH2:19]1, predict the reactants needed to synthesize it. The reactants are: C(OC([N:8]1[CH2:16][C:15]2[C:10](=[CH:11][C:12]([CH:20]3[CH2:25][CH2:24][O:23][CH2:22][CH2:21]3)=[C:13]([CH:17]3[CH2:19][CH2:18]3)[CH:14]=2)[CH2:9]1)=O)(C)(C)C.[F:26][C:27]([F:32])([F:31])[C:28]([OH:30])=[O:29]. (5) Given the product [N:54]([C@:55]12[CH2:56][CH2:26][C@@H:25]([C:28]([CH3:30])=[CH2:29])[C@@H:6]1[C@@H:7]1[C@@:2]([CH3:1])([CH2:3][CH2:57]2)[C@@:19]2([CH3:20])[C@@H:10]([C@:11]3([CH3:24])[C@@H:16]([CH2:17][CH2:18]2)[C:15]([CH3:21])([CH3:22])[C:14](=[O:23])[CH2:13][CH2:12]3)[CH2:9][CH2:8]1)=[C:58]=[O:41], predict the reactants needed to synthesize it. The reactants are: [CH3:1][C@:2]12[C@@:19]3([CH3:20])[C@@H:10]([C@:11]4([CH3:24])[C@@H:16]([CH2:17][CH2:18]3)[C:15]([CH3:22])([CH3:21])[C:14](=[O:23])[CH2:13][CH2:12]4)[CH2:9][CH2:8][C@@H:7]1[C@H:6]1[C@H:25]([C:28]([CH3:30])=[CH2:29])[CH2:26]C[C@]1(C(O)=O)C[CH2:3]2.C1(P(N=[N+]=[N-])(C2C=CC=CC=2)=[O:41])C=CC=CC=1.C([N:54]([CH2:58]C)[CH:55]([CH3:57])[CH3:56])(C)C. (6) Given the product [CH2:27]([O:34][C:35]1[CH:40]=[CH:39][C:38]([CH2:25][C@H:20]([NH:19][C:17]([O:16][CH2:15][CH:13]2[C:12]3[CH:11]=[CH:10][CH:9]=[CH:8][C:7]=3[C:6]3[C:14]2=[CH:2][CH:3]=[CH:4][CH:5]=3)=[O:18])[C:21]([O:23][CH3:24])=[O:22])=[C:37]([F:42])[CH:36]=1)[C:28]1[CH:29]=[CH:30][CH:31]=[CH:32][CH:33]=1, predict the reactants needed to synthesize it. The reactants are: Cl.[CH:2]1[C:14]2[CH:13]([CH2:15][O:16][C:17]([NH:19][C@@H:20]([CH2:25]I)[C:21]([O:23][CH3:24])=[O:22])=[O:18])[C:12]3[C:7](=[CH:8][CH:9]=[CH:10][CH:11]=3)[C:6]=2[CH:5]=[CH:4][CH:3]=1.[CH2:27]([O:34][C:35]1[CH:40]=[CH:39][C:38](I)=[C:37]([F:42])[CH:36]=1)[C:28]1[CH:33]=[CH:32][CH:31]=[CH:30][CH:29]=1.O. (7) Given the product [Cl:21][C:16]1[N:17]=[CH:18][C:19]2[N:20]=[N:23][N:13]([C:10]3[CH:11]=[CH:12][C:7]([O:6][CH2:5][CH2:4][C:3]([OH:2])=[O:22])=[CH:8][CH:9]=3)[C:14]=2[N:15]=1, predict the reactants needed to synthesize it. The reactants are: C[O:2][C:3](=[O:22])[CH2:4][CH2:5][O:6][C:7]1[CH:12]=[CH:11][C:10]([NH:13][C:14]2[C:19]([NH2:20])=[CH:18][N:17]=[C:16]([Cl:21])[N:15]=2)=[CH:9][CH:8]=1.[N:23]([O-])=O.[Na+].